Dataset: Catalyst prediction with 721,799 reactions and 888 catalyst types from USPTO. Task: Predict which catalyst facilitates the given reaction. Reactant: [Br:1][C:2]1[CH:10]=[C:9]2[C:5]([C:6]([C:11]([O:13][CH3:14])=[O:12])=[N:7][NH:8]2)=[CH:4][CH:3]=1.[C:15](=O)([O-])[O-].[K+].[K+].CI. Product: [Br:1][C:2]1[CH:10]=[C:9]2[C:5]([C:6]([C:11]([O:13][CH3:14])=[O:12])=[N:7][N:8]2[CH3:15])=[CH:4][CH:3]=1. The catalyst class is: 10.